Dataset: Forward reaction prediction with 1.9M reactions from USPTO patents (1976-2016). Task: Predict the product of the given reaction. (1) Given the reactants [CH:1]12[CH2:10][CH:5]3[CH2:6][CH:7]([CH2:9][CH:3]([CH2:4]3)[CH:2]1[NH:11][C:12]([C:14]1[CH:15]=[N:16][N:17]([C:20]([CH3:23])([CH3:22])[CH3:21])[C:18]=1Cl)=[O:13])[CH2:8]2.[NH:24]1[CH:28]=[CH:27][CH:26]=[N:25]1.[F-].[K+], predict the reaction product. The product is: [CH:1]12[CH2:10][CH:5]3[CH2:6][CH:7]([CH2:9][CH:3]([CH2:4]3)[CH:2]1[NH:11][C:12]([C:14]1[CH:15]=[N:16][N:17]([C:20]([CH3:23])([CH3:22])[CH3:21])[C:18]=1[N:24]1[CH:28]=[CH:27][CH:26]=[N:25]1)=[O:13])[CH2:8]2. (2) Given the reactants Br[C:2]1[CH:3]=[C:4]([C:9]([OH:11])=O)[CH:5]=[N:6][C:7]=1Cl.[N:12]1[CH:17]=[CH:16][CH:15]=[C:14]([CH2:18][OH:19])[CH:13]=1.[Cl:20][C:21]1[CH:26]=[CH:25][C:24](B(O)O)=[CH:23][CH:22]=1.[NH2:30][CH2:31][C@@:32]([CH3:37])([CH:34]1[CH2:36][CH2:35]1)[OH:33], predict the reaction product. The product is: [Cl:20][C:21]1[CH:26]=[CH:25][C:24]([C:16]2[C:17]([O:11][CH2:9][C:4]3[CH:5]=[N:6][CH:7]=[CH:2][CH:3]=3)=[N:12][CH:13]=[C:14]([CH:15]=2)[C:18]([NH:30][CH2:31][C@@:32]([CH:34]2[CH2:36][CH2:35]2)([OH:33])[CH3:37])=[O:19])=[CH:23][CH:22]=1. (3) The product is: [OH:44][C:21]([CH3:43])([CH3:20])[CH2:22][N:23]1[CH:27]=[C:26]([C:28]2[CH:33]=[CH:32][C:31]([C:2]3[C:11]4[C:6](=[CH:7][CH:8]=[C:9]([C:12]([N:14]5[CH2:17][CH:16]([O:18][CH3:19])[CH2:15]5)=[O:13])[CH:10]=4)[CH:5]=[N:4][CH:3]=3)=[CH:30][CH:29]=2)[CH:25]=[N:24]1. Given the reactants Cl[C:2]1[C:11]2[C:6](=[CH:7][CH:8]=[C:9]([C:12]([N:14]3[CH2:17][CH:16]([O:18][CH3:19])[CH2:15]3)=[O:13])[CH:10]=2)[CH:5]=[N:4][CH:3]=1.[CH3:20][C:21]([OH:44])([CH3:43])[CH2:22][N:23]1[CH:27]=[C:26]([C:28]2[CH:33]=[CH:32][C:31](B3OC(C)(C)C(C)(C)O3)=[CH:30][CH:29]=2)[CH:25]=[N:24]1.[O-]P([O-])([O-])=O.[K+].[K+].[K+], predict the reaction product.